The task is: Predict which catalyst facilitates the given reaction.. This data is from Catalyst prediction with 721,799 reactions and 888 catalyst types from USPTO. (1) Reactant: [CH3:1][O:2][C:3]([C:5]1[NH:9][CH:8]=[C:7]([CH2:10][CH2:11][C:12]([OH:14])=O)[CH:6]=1)=[O:4].ClCCCl.C(=O)(O)[O-].[Na+]. Product: [O:14]=[C:12]1[C:8]2[NH:9][C:5]([C:3]([O:2][CH3:1])=[O:4])=[CH:6][C:7]=2[CH2:10][CH2:11]1. The catalyst class is: 6. (2) Reactant: [CH:1]1[C:14]2[C:15]3=[C:16]4[C:11](=[CH:12][CH:13]=2)[CH:10]=[CH:9][CH:8]=[C:7]4[CH:6]=[CH:5][C:4]3=[CH:3][CH:2]=1.[C:17](Cl)([CH3:20])([CH3:19])[CH3:18].[Cl-].[Al+3].[Cl-].[Cl-]. Product: [C:17]([C:8]1[C:7]2[C:16]3=[C:15]4[C:4](=[CH:5][CH:6]=2)[CH:3]=[CH:2][CH:1]=[C:14]4[CH:13]=[CH:12][C:11]3=[CH:10][CH:9]=1)([CH3:20])([CH3:19])[CH3:18]. The catalyst class is: 34. (3) Product: [CH3:19][O:20][C:21]1[CH:26]=[CH:25][CH:24]=[CH:23][C:22]=1[C:2]1[N:7]=[CH:6][N:5]=[C:4]([NH:8][C:9]2[CH:10]=[C:11]([S:15]([NH2:18])(=[O:17])=[O:16])[CH:12]=[CH:13][CH:14]=2)[N:3]=1. Reactant: Cl[C:2]1[N:7]=[CH:6][N:5]=[C:4]([NH:8][C:9]2[CH:10]=[C:11]([S:15]([NH2:18])(=[O:17])=[O:16])[CH:12]=[CH:13][CH:14]=2)[N:3]=1.[CH3:19][O:20][C:21]1[CH:26]=[CH:25][CH:24]=[CH:23][C:22]=1B(O)O.[O-]P([O-])([O-])=O.[K+].[K+].[K+]. The catalyst class is: 38. (4) Reactant: Cl.[NH2:2][CH2:3][CH:4]([C:8]1[C:17]2[C:12](=[CH:13][CH:14]=[C:15]([O:18][CH3:19])[CH:16]=2)[CH:11]=[CH:10][CH:9]=1)[CH2:5][CH2:6][OH:7].C(=O)([O-])[O-].[K+].[K+].[CH:26]1([C:29](Cl)=[O:30])[CH2:28][CH2:27]1. Product: [OH:7][CH2:6][CH2:5][CH:4]([C:8]1[C:17]2[C:12](=[CH:13][CH:14]=[C:15]([O:18][CH3:19])[CH:16]=2)[CH:11]=[CH:10][CH:9]=1)[CH2:3][NH:2][C:29]([CH:26]1[CH2:28][CH2:27]1)=[O:30]. The catalyst class is: 69. (5) Reactant: [N:1]1[CH:9]=[C:8]2[C:4]([N:5]([CH2:10][C:11]3[CH:30]=[CH:29][C:14]4[N:15]=[C:16]([N:18]5[C@@H:22]6[CH2:23][CH2:24][CH2:25][CH2:26][C@H:21]6[O:20]C5(C)C)[S:17][C:13]=4[CH:12]=3)[CH:6]=[N:7]2)=[N:3][CH:2]=1.C(Cl)Cl. Product: [N:1]1[CH:9]=[C:8]2[C:4]([N:5]([CH2:10][C:11]3[CH:30]=[CH:29][C:14]4[N:15]=[C:16]([NH:18][C@@H:22]5[CH2:23][CH2:24][CH2:25][CH2:26][C@H:21]5[OH:20])[S:17][C:13]=4[CH:12]=3)[CH:6]=[N:7]2)=[N:3][CH:2]=1. The catalyst class is: 67. (6) Reactant: [C:1]([C:3]1[CH:4]=[N:5][CH:6]=[CH:7][CH:8]=1)#[N:2].P([O-])([O-])([O-])=[O:10].[K+].[K+].[K+]. Product: [C:1]([NH2:2])(=[O:10])[C:3]1[CH:8]=[CH:7][CH:6]=[N:5][CH:4]=1. The catalyst class is: 5. (7) Reactant: C[O:2][C:3](=[O:18])[C:4]1[CH:17]=[CH:16][C:7]([C:8]([NH:10][C:11]2[S:12][CH:13]=[CH:14][N:15]=2)=[O:9])=[CH:6][CH:5]=1.[OH-].[Na+]. Product: [S:12]1[CH:13]=[CH:14][N:15]=[C:11]1[NH:10][C:8](=[O:9])[C:7]1[CH:6]=[CH:5][C:4]([C:3]([OH:18])=[O:2])=[CH:17][CH:16]=1. The catalyst class is: 1. (8) The catalyst class is: 22. Product: [C:12]([O:16][C:17](=[O:37])[NH:18][CH2:19][C:20]1[N:21]([CH2:33][CH:34]([CH3:35])[CH3:36])[C:22]2[C:31]3[CH:30]=[CH:29][CH:28]=[CH:27][C:26]=3[N:25]=[C:24]([NH2:39])[C:23]=2[N:32]=1)([CH3:15])([CH3:14])[CH3:13]. Reactant: C1C=C(Cl)C=C(C(OO)=O)C=1.[C:12]([O:16][C:17](=[O:37])[NH:18][CH2:19][C:20]1[N:21]([CH2:33][CH:34]([CH3:36])[CH3:35])[C:22]2[C:31]3[CH:30]=[CH:29][CH:28]=[CH:27][C:26]=3[N:25]=[CH:24][C:23]=2[N:32]=1)([CH3:15])([CH3:14])[CH3:13].[OH-].[NH4+:39].C1(C)C=CC(S(Cl)(=O)=O)=CC=1. (9) Reactant: [CH:1]1([CH2:7][N:8]2[C:12]([C:13]3[CH2:17][C:16]4([CH2:22][CH2:21][CH2:20][CH2:19][CH2:18]4)[NH:15][N:14]=3)=[CH:11][C:10]([C:23](O)=[O:24])=[C:9]2[CH3:26])[CH2:6][CH2:5][CH2:4][CH2:3][CH2:2]1.[O:27]1[CH2:32][CH2:31][CH:30]([NH2:33])[CH2:29][CH2:28]1.CN(C(ON1N=NC2C=CC=NC1=2)=[N+](C)C)C.F[P-](F)(F)(F)(F)F.CCN(C(C)C)C(C)C. Product: [CH:1]1([CH2:7][N:8]2[C:12]([C:13]3[CH2:17][C:16]4([CH2:22][CH2:21][CH2:20][CH2:19][CH2:18]4)[NH:15][N:14]=3)=[CH:11][C:10]([C:23]([NH:33][CH:30]3[CH2:31][CH2:32][O:27][CH2:28][CH2:29]3)=[O:24])=[C:9]2[CH3:26])[CH2:2][CH2:3][CH2:4][CH2:5][CH2:6]1. The catalyst class is: 18. (10) Reactant: [CH2:1]([OH:5])[CH2:2][CH2:3][CH3:4].Br[CH2:7][CH2:8][CH2:9][CH2:10][CH2:11][CH2:12][Br:13].[OH-].[Na+]. Product: [Br:13][C:12]1[CH:7]=[C:8]([CH2:4][CH2:3][CH2:2][CH2:1][O:5][CH2:7][CH2:8][CH2:9][CH2:10][CH2:11][CH2:12][Br:13])[CH:9]=[CH:10][CH:11]=1. The catalyst class is: 568.